From a dataset of Forward reaction prediction with 1.9M reactions from USPTO patents (1976-2016). Predict the product of the given reaction. (1) Given the reactants Br[C:2]1[CH:10]=[CH:9][C:5]([C:6]([OH:8])=[O:7])=[CH:4][CH:3]=1.C([O-])([O-])=O.[Na+].[Na+].[Cl-].[Li+].[Cl:19][C:20]1[CH:25]=[CH:24][C:23](B(O)O)=[CH:22][CH:21]=1, predict the reaction product. The product is: [Cl:19][C:20]1[CH:25]=[CH:24][C:23]([C:2]2[CH:10]=[CH:9][C:5]([C:6]([OH:8])=[O:7])=[CH:4][CH:3]=2)=[CH:22][CH:21]=1. (2) Given the reactants [C:1]1([S:11]([N:14]2[C:22]3[C:17](=[CH:18][CH:19]=[C:20]([NH2:23])[CH:21]=3)[CH:16]=[N:15]2)(=[O:13])=[O:12])[C:10]2[C:5](=[CH:6][CH:7]=[CH:8][CH:9]=2)[CH:4]=[CH:3][CH:2]=1.[C:24]([N:31]1[CH2:36][CH2:35][CH:34](C=O)[CH2:33][CH2:32]1)([O:26][C:27]([CH3:30])([CH3:29])[CH3:28])=[O:25].[C:39](O[BH-](OC(=O)C)OC(=O)C)(=O)C.[Na+].C(O)(=O)C, predict the reaction product. The product is: [C:27]([O:26][C:24]([N:31]1[CH2:32][CH2:33][CH2:34][CH2:35][CH:36]1[CH2:39][NH:23][C:20]1[CH:21]=[C:22]2[C:17]([CH:16]=[N:15][N:14]2[S:11]([C:1]2[C:10]3[C:5](=[CH:6][CH:7]=[CH:8][CH:9]=3)[CH:4]=[CH:3][CH:2]=2)(=[O:13])=[O:12])=[CH:18][CH:19]=1)=[O:25])([CH3:28])([CH3:29])[CH3:30]. (3) The product is: [NH:7]1[C:8]2[C:4](=[CH:3][C:2]([C:16]3[CH:17]=[CH:18][C:13]([CH:11]=[O:12])=[CH:14][CH:15]=3)=[CH:10][CH:9]=2)[CH:5]=[CH:6]1. Given the reactants Br[C:2]1[CH:3]=[C:4]2[C:8](=[CH:9][CH:10]=1)[NH:7][CH:6]=[CH:5]2.[CH:11]([C:13]1[CH:18]=[CH:17][C:16](B(O)O)=[CH:15][CH:14]=1)=[O:12], predict the reaction product. (4) Given the reactants Br[CH2:2][CH2:3][CH2:4][CH2:5][CH2:6][CH2:7][CH2:8][CH2:9][CH2:10][CH2:11][CH2:12][CH2:13][Br:14].[Si]([O:22][C@@H:23]([CH2:26][CH2:27][CH2:28][CH3:29])[C:24]#[CH:25])(C(C)(C)C)(C)C.O1CCCCC1OCCCC#C, predict the reaction product. The product is: [Br:14][CH2:13][CH2:12][CH2:11][CH2:10][CH2:9][CH2:8][CH2:7][CH2:6][CH2:5][CH2:4][CH2:3][CH2:2][C:25]#[C:24][C@@H:23]([OH:22])[CH2:26][CH2:27][CH2:28][CH3:29]. (5) Given the reactants Cl[C:2]1[CH:7]=[CH:6][C:5]([N+:8]([O-:10])=[O:9])=[CH:4][N:3]=1.[CH:11]([C:13]1[C:14]([O:23][CH:24]([CH3:26])[CH3:25])=[C:15](B(O)O)[CH:16]=[C:17]([CH3:19])[CH:18]=1)=[O:12], predict the reaction product. The product is: [CH:24]([O:23][C:14]1[C:15]([C:2]2[CH:7]=[CH:6][C:5]([N+:8]([O-:10])=[O:9])=[CH:4][N:3]=2)=[CH:16][C:17]([CH3:19])=[CH:18][C:13]=1[CH:11]=[O:12])([CH3:26])[CH3:25]. (6) Given the reactants [CH3:1][S:2]([NH:5][C:6]1[CH:14]=[C:13]2[C:9]([CH:10]=[C:11]([C:15]([O:17]C)=[O:16])[NH:12]2)=[CH:8][CH:7]=1)(=[O:4])=[O:3].[OH-].[Li+], predict the reaction product. The product is: [CH3:1][S:2]([NH:5][C:6]1[CH:14]=[C:13]2[C:9]([CH:10]=[C:11]([C:15]([OH:17])=[O:16])[NH:12]2)=[CH:8][CH:7]=1)(=[O:3])=[O:4]. (7) Given the reactants [CH3:1][N:2]1[C:10]([CH:11]=O)=[N:9][C:8]2[C:3]1=[N:4][C:5]([N:19]1[C:23]3[CH:24]=[CH:25][CH:26]=[CH:27][C:22]=3[N:21]=[C:20]1[CH3:28])=[N:6][C:7]=2[N:13]1[CH2:18][CH2:17][O:16][CH2:15][CH2:14]1.[CH3:29][CH:30]([CH3:39])[CH:31]([CH:33]1[CH2:38][CH2:37][NH:36][CH2:35][CH2:34]1)[OH:32].C(O[BH-](OC(=O)C)OC(=O)C)(=O)C.[Na+], predict the reaction product. The product is: [CH3:29][CH:30]([CH3:39])[CH:31]([CH:33]1[CH2:38][CH2:37][N:36]([CH2:11][C:10]2[N:2]([CH3:1])[C:3]3[C:8]([N:9]=2)=[C:7]([N:13]2[CH2:14][CH2:15][O:16][CH2:17][CH2:18]2)[N:6]=[C:5]([N:19]2[C:23]4[CH:24]=[CH:25][CH:26]=[CH:27][C:22]=4[N:21]=[C:20]2[CH3:28])[N:4]=3)[CH2:35][CH2:34]1)[OH:32]. (8) Given the reactants [Cl:1][C:2]1[CH:9]=[CH:8][CH:7]=[C:6]([F:10])[C:3]=1[CH2:4]Br.C([O-])([O-])=O.[K+].[K+].[CH3:17][O:18][C:19]1[C:24]([CH3:25])=[CH:23][C:22]([N:26]2[C:31](=[O:32])[N:30](CC3C(F)=CC(F)=CC=3F)[C:29]3[CH:43]=[CH:44][CH:45]=[CH:46][C:28]=3[S:27]2(=[O:48])=[O:47])=[CH:21][C:20]=1[CH3:49], predict the reaction product. The product is: [Cl:1][C:2]1[CH:9]=[CH:8][CH:7]=[C:6]([F:10])[C:3]=1[CH2:4][N:30]1[C:29]2[CH:43]=[CH:44][CH:45]=[CH:46][C:28]=2[S:27](=[O:48])(=[O:47])[N:26]([C:22]2[CH:23]=[C:24]([CH3:25])[C:19]([O:18][CH3:17])=[C:20]([CH3:49])[CH:21]=2)[C:31]1=[O:32]. (9) Given the reactants [CH3:1][Si:2]([CH3:9])([CH3:8])[CH2:3][CH2:4][O:5][CH2:6]Cl.[F:10][C:11]1[CH:12]=[C:13]([CH:21]=[C:22]([C:25]2[CH:33]=[C:32]3[C:28]([C:29]([I:34])=[N:30][NH:31]3)=[CH:27][CH:26]=2)[C:23]=1[CH3:24])[C:14]([O:16][C:17]([CH3:20])([CH3:19])[CH3:18])=[O:15].[OH-].[K+].O, predict the reaction product. The product is: [F:10][C:11]1[CH:12]=[C:13]([CH:21]=[C:22]([C:25]2[CH:33]=[C:32]3[C:28]([C:29]([I:34])=[N:30][N:31]3[CH2:6][O:5][CH2:4][CH2:3][Si:2]([CH3:9])([CH3:8])[CH3:1])=[CH:27][CH:26]=2)[C:23]=1[CH3:24])[C:14]([O:16][C:17]([CH3:19])([CH3:18])[CH3:20])=[O:15]. (10) The product is: [C:1]([C:5]1[CH:6]=[C:7]2[C:12](=[C:13]([F:15])[CH:14]=1)[C:11](=[O:16])[N:10]([C:17]1[CH:22]=[CH:21][CH:20]=[C:19]([C:23]3[CH:24]=[C:25]([NH:31][C:32]4[CH:33]=[CH:34][C:35]([CH:38]5[CH2:43][CH2:42][NH:41][CH2:40][CH2:39]5)=[CH:36][N:37]=4)[C:26](=[O:30])[N:27]([CH3:29])[N:28]=3)[C:18]=1[CH2:51][OH:52])[N:9]=[CH:8]2)([CH3:4])([CH3:2])[CH3:3]. Given the reactants [C:1]([C:5]1[CH:6]=[C:7]2[C:12](=[C:13]([F:15])[CH:14]=1)[C:11](=[O:16])[N:10]([C:17]1[C:18]([CH2:51][OH:52])=[C:19]([C:23]3[CH:24]=[C:25]([NH:31][C:32]4[N:37]=[CH:36][C:35]([CH:38]5[CH2:43][CH2:42][N:41](C(OC(C)(C)C)=O)[CH2:40][CH2:39]5)=[CH:34][CH:33]=4)[C:26](=[O:30])[N:27]([CH3:29])[N:28]=3)[CH:20]=[CH:21][CH:22]=1)[N:9]=[CH:8]2)([CH3:4])([CH3:3])[CH3:2], predict the reaction product.